Predict which catalyst facilitates the given reaction. From a dataset of Catalyst prediction with 721,799 reactions and 888 catalyst types from USPTO. (1) Reactant: [CH2:1]([O:10][C:11]([O:13][CH2:14][CH2:15][CH2:16][CH2:17][CH2:18][C:19]([O:21]C(C)(C)C)=[O:20])=[O:12])[CH2:2][CH2:3][CH2:4][CH2:5][CH2:6][CH2:7][CH2:8][CH3:9]. Product: [CH2:1]([O:10][C:11]([O:13][CH2:14][CH2:15][CH2:16][CH2:17][CH2:18][C:19]([OH:21])=[O:20])=[O:12])[CH2:2][CH2:3][CH2:4][CH2:5][CH2:6][CH2:7][CH2:8][CH3:9]. The catalyst class is: 55. (2) Reactant: [Cl:1][C:2]1[CH:28]=[CH:27][CH:26]=[CH:25][C:3]=1[C:4]([NH:6][C:7]1[CH:12]=[CH:11][C:10]([C:13]([NH:15][CH2:16][CH:17]([OH:24])[C:18]2[CH:23]=[CH:22][CH:21]=[CH:20][CH:19]=2)=O)=[CH:9][CH:8]=1)=[O:5].CC(OI1(OC(C)=O)(OC(C)=O)OC(=O)C2C=CC=CC1=2)=O.S(=O)(=O)(O)[O-].[Na+]. Product: [Cl:1][C:2]1[CH:28]=[CH:27][CH:26]=[CH:25][C:3]=1[C:4]([NH:6][C:7]1[CH:12]=[CH:11][C:10]([C:13]2[O:24][C:17]([C:18]3[CH:19]=[CH:20][CH:21]=[CH:22][CH:23]=3)=[CH:16][N:15]=2)=[CH:9][CH:8]=1)=[O:5]. The catalyst class is: 39. (3) Product: [C:1]([C:5]1[CH:9]=[C:8]([C:10]([O:12][CH2:13][CH3:14])=[O:11])[N:7]([C:15]2[CH:20]=[CH:19][CH:18]=[C:17]([CH2:21][P:73]3(=[O:78])[CH2:77][CH2:76][CH2:75][CH2:74]3)[CH:16]=2)[N:6]=1)([CH3:4])([CH3:3])[CH3:2]. The catalyst class is: 274. Reactant: [C:1]([C:5]1[CH:9]=[C:8]([C:10]([O:12][CH2:13][CH3:14])=[O:11])[N:7]([C:15]2[CH:20]=[CH:19][CH:18]=[C:17]([CH2:21]Cl)[CH:16]=2)[N:6]=1)([CH3:4])([CH3:3])[CH3:2].CC1(C)C2C(=C(P(C3C=CC=CC=3)C3C=CC=CC=3)C=CC=2)OC2C(P(C3C=CC=CC=3)C3C=CC=CC=3)=CC=CC1=2.[O-]P([O-])([O-])=O.[K+].[K+].[K+].[PH:73]1(=[O:78])[CH2:77][CH2:76][CH2:75][CH2:74]1. (4) Reactant: [Cl:1][C:2]1[CH:3]=[CH:4][C:5]([O:18][CH2:19][C:20]2[CH:25]=[CH:24][C:23]([Cl:26])=[CH:22][C:21]=2[F:27])=[C:6]([CH2:8][C:9]2[N:14]=[C:13]([C:15]#[N:16])[CH:12]=[CH:11][C:10]=2[CH3:17])[CH:7]=1.[OH-:28].[Na+]. Product: [Cl:1][C:2]1[CH:3]=[CH:4][C:5]([O:18][CH2:19][C:20]2[CH:25]=[CH:24][C:23]([Cl:26])=[CH:22][C:21]=2[F:27])=[C:6]([CH2:8][C:9]2[N:14]=[C:13]([C:15]([NH2:16])=[O:28])[CH:12]=[CH:11][C:10]=2[CH3:17])[CH:7]=1. The catalyst class is: 8. (5) The catalyst class is: 132. Reactant: [C:1]([O:5][C:6]([N:8]([CH2:26][C:27]([O:29][C:30]([CH3:33])([CH3:32])[CH3:31])=[O:28])[C:9]1[CH:14]=[CH:13][CH:12]=[C:11]([CH2:15][NH:16][S:17]([C:20]2[CH:21]=[N:22][CH:23]=[CH:24][CH:25]=2)(=[O:19])=[O:18])[N:10]=1)=[O:7])([CH3:4])([CH3:3])[CH3:2].[CH2:34]([C:36]([C:40]1[CH:47]=[CH:46][C:43]([CH2:44]O)=[CH:42][CH:41]=1)([CH3:39])[CH2:37][CH3:38])[CH3:35].C(P(CCCC)CCCC)CCC.CN(C)C(N=NC(N(C)C)=O)=O. Product: [C:1]([O:5][C:6]([N:8]([CH2:26][C:27]([O:29][C:30]([CH3:33])([CH3:32])[CH3:31])=[O:28])[C:9]1[CH:14]=[CH:13][CH:12]=[C:11]([CH:15]([CH2:44][C:43]2[CH:46]=[CH:47][C:40]([C:36]([CH2:37][CH3:38])([CH3:39])[CH2:34][CH3:35])=[CH:41][CH:42]=2)[NH:16][S:17]([C:20]2[CH:21]=[N:22][CH:23]=[CH:24][CH:25]=2)(=[O:19])=[O:18])[N:10]=1)=[O:7])([CH3:4])([CH3:3])[CH3:2].